From a dataset of Full USPTO retrosynthesis dataset with 1.9M reactions from patents (1976-2016). Predict the reactants needed to synthesize the given product. (1) The reactants are: [F:1][C:2]1[CH:7]=[CH:6][CH:5]=[C:4]([O:8][CH3:9])[C:3]=1[CH:10]1[CH:14](C(OCC)=O)[C:13](=[O:20])[C:12](=[O:21])[N:11]1[CH2:22][C:23]1[CH:28]=[CH:27][C:26]([O:29][C:30]([F:33])([F:32])[F:31])=[CH:25][CH:24]=1.Cl.C(Cl)Cl.C([O-])(O)=O.[Na+]. Given the product [F:1][C:2]1[CH:7]=[CH:6][CH:5]=[C:4]([O:8][CH3:9])[C:3]=1[CH:10]1[N:11]([CH2:22][C:23]2[CH:24]=[CH:25][C:26]([O:29][C:30]([F:33])([F:32])[F:31])=[CH:27][CH:28]=2)[C:12](=[O:21])[C:13](=[O:20])[CH2:14]1, predict the reactants needed to synthesize it. (2) The reactants are: [NH2:1][C:2]1[CH:10]=[CH:9][C:8]([O:11][CH3:12])=[CH:7][C:3]=1[C:4]([OH:6])=O.[NH2:13][CH2:14][CH2:15][CH2:16][C@H:17]1[O:21][C:20](=[O:22])[N:19]([C:23]2[CH:24]=[CH:25][C:26]3[S:31][CH2:30][C:29](=[O:32])[NH:28][C:27]=3[CH:33]=2)[CH2:18]1. Given the product [NH2:1][C:2]1[CH:10]=[CH:9][C:8]([O:11][CH3:12])=[CH:7][C:3]=1[C:4]([NH:13][CH2:14][CH2:15][CH2:16][C@H:17]1[O:21][C:20](=[O:22])[N:19]([C:23]2[CH:24]=[CH:25][C:26]3[S:31][CH2:30][C:29](=[O:32])[NH:28][C:27]=3[CH:33]=2)[CH2:18]1)=[O:6], predict the reactants needed to synthesize it. (3) Given the product [F:1][CH:2]1[CH2:3][CH2:4][N:5]([C:8]2[CH:13]=[CH:12][C:11]([NH2:14])=[CH:10][C:9]=2[O:17][CH3:18])[CH2:6][CH2:7]1, predict the reactants needed to synthesize it. The reactants are: [F:1][CH:2]1[CH2:7][CH2:6][N:5]([C:8]2[CH:13]=[CH:12][C:11]([N+:14]([O-])=O)=[CH:10][C:9]=2[O:17][CH3:18])[CH2:4][CH2:3]1.